From a dataset of Full USPTO retrosynthesis dataset with 1.9M reactions from patents (1976-2016). Predict the reactants needed to synthesize the given product. Given the product [CH:1]1([NH:6][C:7](=[O:20])[NH:8][CH:9]([C:11]2[S:15][C:14]([C:16]([OH:18])=[O:17])=[CH:13][CH:12]=2)[CH3:10])[CH2:2][CH2:3][CH2:4][CH2:5]1, predict the reactants needed to synthesize it. The reactants are: [CH:1]1([NH:6][C:7](=[O:20])[NH:8][CH:9]([C:11]2[S:15][C:14]([C:16]([O:18]C)=[O:17])=[CH:13][CH:12]=2)[CH3:10])[CH2:5][CH2:4][CH2:3][CH2:2]1.[OH-].[Na+].Cl.